From a dataset of Reaction yield outcomes from USPTO patents with 853,638 reactions. Predict the reaction yield, written as a fraction of the theoretical maximum amount of product (1.0 means a 100% yield; for example, 0.34 means a 34% yield). (1) The reactants are [CH3:1][C:2]1([CH3:36])[CH2:6][C:5]2([CH2:11][CH2:10][CH2:9][N:8]([CH:12]3[CH2:17][CH2:16][N:15]([C:18]([C:20]4[C:24]5[CH:25]=[CH:26][CH:27]=[CH:28][C:23]=5[S:22][C:21]=4[NH:29][C:30]([NH:32][CH2:33][CH3:34])=[O:31])=[O:19])[CH2:14][CH2:13]3)[CH2:7]2)[C:4](=[O:35])[O:3]1.C(OCC)(=O)C.[ClH:43]. No catalyst specified. The product is [ClH:43].[CH3:36][C:2]1([CH3:1])[CH2:6][C:5]2([CH2:11][CH2:10][CH2:9][N:8]([CH:12]3[CH2:13][CH2:14][N:15]([C:18]([C:20]4[C:24]5[CH:25]=[CH:26][CH:27]=[CH:28][C:23]=5[S:22][C:21]=4[NH:29][C:30]([NH:32][CH2:33][CH3:34])=[O:31])=[O:19])[CH2:16][CH2:17]3)[CH2:7]2)[C:4](=[O:35])[O:3]1. The yield is 0.950. (2) The reactants are [C:1]1([C:7]#[C:8][CH3:9])[CH:6]=[CH:5][CH:4]=[CH:3][CH:2]=1. The catalyst is C1(C)C=CC=CC=1. The product is [C:1]1([C:7]#[C:8][C:9]2[CH:5]=[CH:6][CH:1]=[CH:2][CH:3]=2)[CH:6]=[CH:5][CH:4]=[CH:3][CH:2]=1. The yield is 0.930. (3) The reactants are [CH3:1][O:2][C:3]([CH:5](P(OC)(OC)=O)[NH:6][C:7]([O:9][CH2:10][C:11]1[CH:16]=[CH:15][CH:14]=[CH:13][CH:12]=1)=[O:8])=[O:4].[C:23]([CH2:27][CH:28]=O)([CH3:26])([CH3:25])[CH3:24].C1CCN2C(=NCCC2)CC1. The catalyst is C1COCC1.C(Cl)Cl. The product is [CH3:1][O:2][C:3](=[O:4])[C:5]([NH:6][C:7]([O:9][CH2:10][C:11]1[CH:12]=[CH:13][CH:14]=[CH:15][CH:16]=1)=[O:8])=[CH:28][CH2:27][C:23]([CH3:26])([CH3:25])[CH3:24]. The yield is 0.940. (4) The reactants are F[C:2]1[CH:3]=[N:4][CH:5]=[CH:6][C:7]=1[C:8]([F:11])([F:10])[F:9].[C:12]([O:16][C:17](=[O:28])[NH:18][CH2:19][CH2:20][C:21]1[CH:26]=[CH:25][C:24]([OH:27])=[CH:23][CH:22]=1)([CH3:15])([CH3:14])[CH3:13].C([O-])([O-])=O.[K+].[K+]. The catalyst is CS(C)=O. The product is [C:12]([O:16][C:17](=[O:28])[NH:18][CH2:19][CH2:20][C:21]1[CH:26]=[CH:25][C:24]([O:27][C:2]2[CH:3]=[N:4][CH:5]=[CH:6][C:7]=2[C:8]([F:11])([F:10])[F:9])=[CH:23][CH:22]=1)([CH3:15])([CH3:13])[CH3:14]. The yield is 0.600. (5) The reactants are [Cl:1][C:2]1[N:7]=[C:6]([NH2:8])[N:5]=[C:4]([NH:9][CH:10]2[CH2:15][CH2:14][O:13][CH2:12][CH2:11]2)[C:3]=1[NH2:16].[C:17](Cl)(Cl)=[O:18]. The catalyst is C1COCC1.C1(C)C=CC=CC=1. The product is [NH2:8][C:6]1[N:5]=[C:4]2[C:3]([NH:16][C:17](=[O:18])[N:9]2[CH:10]2[CH2:11][CH2:12][O:13][CH2:14][CH2:15]2)=[C:2]([Cl:1])[N:7]=1. The yield is 0.970.